Dataset: Forward reaction prediction with 1.9M reactions from USPTO patents (1976-2016). Task: Predict the product of the given reaction. Given the reactants [OH-].[Na+].CO.C([O:7][C:8]([C:10]1[C:14]([C:15]2[CH:20]=[CH:19][C:18]([Br:21])=[CH:17][CH:16]=2)=[CH:13][S:12][C:11]=1[N:22]1[C:30](=[O:31])[C:29]2[C:24](=[CH:25][CH:26]=[CH:27][CH:28]=2)[C:23]1=[O:32])=[O:9])C.Cl, predict the reaction product. The product is: [Br:21][C:18]1[CH:19]=[CH:20][C:15]([C:14]2[C:10]([C:8]([OH:9])=[O:7])=[C:11]([N:22]3[C:30](=[O:31])[C:29]4[C:24](=[CH:25][CH:26]=[CH:27][CH:28]=4)[C:23]3=[O:32])[S:12][CH:13]=2)=[CH:16][CH:17]=1.